Dataset: Full USPTO retrosynthesis dataset with 1.9M reactions from patents (1976-2016). Task: Predict the reactants needed to synthesize the given product. (1) Given the product [Cl:24][C:12]1[C:11]([NH:10][C:7]2[CH2:6][CH2:5][CH2:4][C:3](=[O:9])[C:2]=2[CH3:1])=[CH:20][CH:19]=[C:18]2[C:13]=1[CH:14]=[CH:15][C:16]([C:21]([OH:23])=[O:22])=[CH:17]2.[CH3:6][CH2:7][OH:8], predict the reactants needed to synthesize it. The reactants are: [CH3:1][CH:2]1[C:7](=[O:8])[CH2:6][CH2:5][CH2:4][C:3]1=[O:9].[NH2:10][C:11]1[C:12]([Cl:24])=[C:13]2[C:18](=[CH:19][CH:20]=1)[CH:17]=[C:16]([C:21]([OH:23])=[O:22])[CH:15]=[CH:14]2. (2) Given the product [Cl:24][C:25]1[CH:26]=[C:27]([NH:31][C:32]([N:18]2[CH2:19][CH2:20][C:21](=[O:22])[N:15]([CH2:14][CH2:13][CH2:12][N:10]3[CH2:9][CH2:8][C:5]4([CH2:6][CH2:7]4)[C@H:4]([OH:3])[CH2:11]3)[CH2:16][C@H:17]2[CH3:23])=[O:33])[CH:28]=[CH:29][CH:30]=1, predict the reactants needed to synthesize it. The reactants are: Cl.Cl.[OH:3][C@@H:4]1[CH2:11][N:10]([CH2:12][CH2:13][CH2:14][N:15]2[C:21](=[O:22])[CH2:20][CH2:19][NH:18][C@H:17]([CH3:23])[CH2:16]2)[CH2:9][CH2:8][C:5]21[CH2:7][CH2:6]2.[Cl:24][C:25]1[CH:26]=[C:27]([N:31]=[C:32]=[O:33])[CH:28]=[CH:29][CH:30]=1.